Dataset: Full USPTO retrosynthesis dataset with 1.9M reactions from patents (1976-2016). Task: Predict the reactants needed to synthesize the given product. (1) Given the product [CH2:18]([O:14][CH:11]1[CH2:10][CH2:9][CH:8]([C:4]2[CH:5]=[CH:6][CH:7]=[C:2]([F:1])[CH:3]=2)[CH2:13][CH2:12]1)[CH3:19], predict the reactants needed to synthesize it. The reactants are: [F:1][C:2]1[CH:3]=[C:4]([CH:8]2[CH2:13][CH2:12][CH:11]([OH:14])[CH2:10][CH2:9]2)[CH:5]=[CH:6][CH:7]=1.[H-].[Na+].Br[CH2:18][CH3:19].O. (2) Given the product [CH2:1]([O:3][C:4]([CH:6]1[CH2:11][CH2:10][C:9]2([O:26][CH2:13][CH2:23][O:12]2)[CH2:8][CH2:7]1)=[O:5])[CH3:2], predict the reactants needed to synthesize it. The reactants are: [CH2:1]([O:3][C:4]([CH:6]1[CH2:11][CH2:10][C:9](=[O:12])[CH2:8][CH2:7]1)=[O:5])[CH3:2].[C:13]1([CH3:23])C=CC(S(O)(=O)=O)=CC=1.O.C([O-])(O)=[O:26].[Na+].